This data is from Reaction yield outcomes from USPTO patents with 853,638 reactions. The task is: Predict the reaction yield, written as a fraction of the theoretical maximum amount of product (1.0 means a 100% yield; for example, 0.34 means a 34% yield). (1) The reactants are [CH3:1][C:2]1[S:3][C:4]2[CH:10]=[C:9]([O:11][C:12]3[CH:17]=[CH:16][CH:15]=[CH:14][CH:13]=3)[CH:8]=[CH:7][C:5]=2[N:6]=1.C1C(=O)N([Br:25])C(=O)C1.CC(N=NC(C#N)(C)C)(C#N)C. The catalyst is C(Cl)(Cl)(Cl)Cl. The product is [Br:25][CH2:1][C:2]1[S:3][C:4]2[CH:10]=[C:9]([O:11][C:12]3[CH:13]=[CH:14][CH:15]=[CH:16][CH:17]=3)[CH:8]=[CH:7][C:5]=2[N:6]=1. The yield is 0.0630. (2) The reactants are [Br:1]N1C(=O)CCC1=O.[NH:9]1[C:13]2=[N:14][CH:15]=[C:16]([C:18]3[C:27]4[C:22](=[CH:23][CH:24]=[CH:25][CH:26]=4)[CH:21]=[C:20]([NH:28][C:29](=[O:35])[O:30][C:31]([CH3:34])([CH3:33])[CH3:32])[N:19]=3)[CH:17]=[C:12]2[CH:11]=[CH:10]1. The product is [Br:1][C:11]1[C:12]2[C:13](=[N:14][CH:15]=[C:16]([C:18]3[C:27]4[C:22](=[CH:23][CH:24]=[CH:25][CH:26]=4)[CH:21]=[C:20]([NH:28][C:29](=[O:35])[O:30][C:31]([CH3:32])([CH3:34])[CH3:33])[N:19]=3)[CH:17]=2)[NH:9][CH:10]=1. The catalyst is O1CCCC1. The yield is 0.790. (3) The reactants are Br[C:2]1[CH:3]=[C:4]([NH:10][C:11]2[CH:15]=[C:14]([CH:16]3[CH2:19][N:18]([CH3:20])[CH2:17]3)[NH:13][N:12]=2)[C:5](=[O:9])[N:6]([CH3:8])[CH:7]=1.[C:21]([O:24][CH2:25][C:26]1[C:31](B2OC(C)(C)C(C)(C)O2)=[CH:30][CH:29]=[CH:28][C:27]=1[N:41]1[CH2:53][CH2:52][N:44]2[C:45]3[CH2:46][CH2:47][CH2:48][CH2:49][C:50]=3[CH:51]=[C:43]2[C:42]1=[O:54])(=[O:23])[CH3:22]. No catalyst specified. The product is [C:21]([O:24][CH2:25][C:26]1[C:27]([N:41]2[CH2:53][CH2:52][N:44]3[C:45]4[CH2:46][CH2:47][CH2:48][CH2:49][C:50]=4[CH:51]=[C:43]3[C:42]2=[O:54])=[CH:28][CH:29]=[CH:30][C:31]=1[C:2]1[CH:3]=[C:4]([NH:10][C:11]2[CH:15]=[C:14]([CH:16]3[CH2:19][N:18]([CH3:20])[CH2:17]3)[NH:13][N:12]=2)[C:5](=[O:9])[N:6]([CH3:8])[CH:7]=1)(=[O:23])[CH3:22]. The yield is 0.200. (4) The reactants are [CH3:1][C:2]1[CH:11]=[CH:10][C:9]2[C:4](=[CH:5][CH:6]=[CH:7][C:8]=2[N:12]2[CH2:17][CH2:16][N:15]([CH2:18][CH2:19][C:20]3[CH:21]=[C:22]([CH:24]=[CH:25][CH:26]=3)[NH2:23])[CH2:14][CH2:13]2)[N:3]=1.Cl[C:28]([O:30][CH3:31])=[O:29]. No catalyst specified. The product is [CH3:1][C:2]1[CH:11]=[CH:10][C:9]2[C:4](=[CH:5][CH:6]=[CH:7][C:8]=2[N:12]2[CH2:13][CH2:14][N:15]([CH2:18][CH2:19][C:20]3[CH:21]=[C:22]([NH:23][C:28](=[O:29])[O:30][CH3:31])[CH:24]=[CH:25][CH:26]=3)[CH2:16][CH2:17]2)[N:3]=1. The yield is 0.410. (5) The reactants are [Cl:1][C:2]1[CH:3]=[C:4]([CH:6]=[C:7]([Cl:9])[CH:8]=1)[NH2:5].Br.Br[CH:12]([C:14]1[CH:15]=[C:16]([C:31]([N:33]([CH3:35])[CH3:34])=[O:32])[CH:17]=[C:18]2[C:23]=1[O:22][C:21]([N:24]1[CH2:29][CH2:28][O:27][CH2:26][CH2:25]1)=[CH:20][C:19]2=[O:30])[CH3:13]. No catalyst specified. The product is [Cl:1][C:2]1[CH:3]=[C:4]([NH:5][CH:12]([C:14]2[CH:15]=[C:16]([C:31]([N:33]([CH3:35])[CH3:34])=[O:32])[CH:17]=[C:18]3[C:23]=2[O:22][C:21]([N:24]2[CH2:29][CH2:28][O:27][CH2:26][CH2:25]2)=[CH:20][C:19]3=[O:30])[CH3:13])[CH:6]=[C:7]([Cl:9])[CH:8]=1. The yield is 0.750. (6) The reactants are [Si:1]([O:18][CH2:19][C@H:20]1[C:24](=[O:25])[CH:23]=[CH:22][CH2:21]1)([C:14]([CH3:17])([CH3:16])[CH3:15])([C:8]1[CH:13]=[CH:12][CH:11]=[CH:10][CH:9]=1)[C:2]1[CH:7]=[CH:6][CH:5]=[CH:4][CH:3]=1.[CH3:26][Li]. The catalyst is C(OCC)C. The product is [Si:1]([O:18][CH2:19][C@H:20]1[C@@:24]([CH3:26])([OH:25])[CH:23]=[CH:22][CH2:21]1)([C:14]([CH3:17])([CH3:15])[CH3:16])([C:8]1[CH:13]=[CH:12][CH:11]=[CH:10][CH:9]=1)[C:2]1[CH:3]=[CH:4][CH:5]=[CH:6][CH:7]=1. The yield is 0.730. (7) The yield is 0.0800. The reactants are [C:1]([C:5]1[C:6]([OH:16])=[C:7]([C:11]([CH3:15])=[C:12](I)[CH:13]=1)[C:8]([OH:10])=[O:9])([CH3:4])([CH3:3])[CH3:2].C(O)C[OH:19].[CH2:21]([SH:28])[C:22]1[CH:27]=[CH:26][CH:25]=[CH:24][CH:23]=1.C(=O)([O-])[O-].[K+].[K+]. The catalyst is C(O)(C)C.[Cu](I)I. The product is [C:1]([C:5]1[C:6]([OH:16])=[C:7]([C:11]([CH3:15])=[C:12]([S:28]([CH2:21][C:22]2[CH:27]=[CH:26][CH:25]=[CH:24][CH:23]=2)=[O:19])[CH:13]=1)[C:8]([OH:10])=[O:9])([CH3:4])([CH3:3])[CH3:2]. (8) The reactants are [NH2:1][C:2]1[CH:7]=[CH:6][C:5]([CH2:8][C:9]([OH:11])=[O:10])=[CH:4][CH:3]=1.Cl.[N:13]([O-])=O.[Na+].[C:17]1([CH2:23][C:24]([OH:26])=[O:25])[CH:22]=[CH:21][CH:20]=[CH:19][CH:18]=1.[OH-].[Na+]. The catalyst is O. The product is [C:9]([CH2:8][C:5]1[CH:4]=[CH:3][C:2]([N:1]=[N:13][C:20]2[CH:21]=[CH:22][C:17]([CH2:23][C:24]([OH:26])=[O:25])=[CH:18][CH:19]=2)=[CH:7][CH:6]=1)([OH:11])=[O:10]. The yield is 0.370. (9) The reactants are ClC1C=CC2SC=C(CN3CCN(C4SC(C(O)=O)=C(C)N=4)C3=O)C=2C=1.[N:27]1[O:28][N:29]=[C:30]2[CH:35]=[C:34]([CH2:36][N:37]3[CH2:41][CH2:40][N:39]([C:42]4[S:43][C:44]([C:48]([OH:50])=O)=[C:45]([CH3:47])[N:46]=4)[C:38]3=[O:51])[CH:33]=[CH:32][C:31]=12.[NH2:52][CH2:53][C:54]1[CH:55]=[N:56][CH:57]=[CH:58][CH:59]=1. No catalyst specified. The product is [N:27]1[O:28][N:29]=[C:30]2[CH:35]=[C:34]([CH2:36][N:37]3[CH2:41][CH2:40][N:39]([C:42]4[S:43][C:44]([C:48]([NH:52][CH2:53][C:54]5[CH:55]=[N:56][CH:57]=[CH:58][CH:59]=5)=[O:50])=[C:45]([CH3:47])[N:46]=4)[C:38]3=[O:51])[CH:33]=[CH:32][C:31]=12. The yield is 0.340.